From a dataset of Reaction yield outcomes from USPTO patents with 853,638 reactions. Predict the reaction yield, written as a fraction of the theoretical maximum amount of product (1.0 means a 100% yield; for example, 0.34 means a 34% yield). (1) The reactants are [CH3:1][O:2][C:3](/[CH:5]=[CH:6]/[C:7]([O:9][CH2:10][C:11]([OH:13])=O)=[O:8])=[O:4].Cl.CN(C)CCCN=C=NCC.Cl.[CH2:27]([O:29][CH2:30][CH2:31][NH:32][CH2:33][CH2:34][O:35][CH2:36][CH3:37])[CH3:28].C(N(C(C)C)CC)(C)C. The catalyst is ClCCl. The product is [C:7]([O:9][CH2:10][C:11](=[O:13])[N:32]([CH2:33][CH2:34][O:35][CH2:36][CH3:37])[CH2:31][CH2:30][O:29][CH2:27][CH3:28])(=[O:8])/[CH:6]=[CH:5]/[C:3]([O:2][CH3:1])=[O:4]. The yield is 0.150. (2) The reactants are [F:1][C:2]1[CH:7]=[C:6]([F:8])[CH:5]=[CH:4][C:3]=1[C:9]1[C:17]2[O:16][CH:15]([CH2:18][NH2:19])[CH2:14][C:13]=2[CH:12]=[CH:11][CH:10]=1.C(N(C(C)C)CC)(C)C.Cl[C:30]([O:32][CH2:33][C:34]1[CH:39]=[CH:38][CH:37]=[CH:36][CH:35]=1)=[O:31].C1(C2C3OC(CNC(=O)OCC4C=CC=CC=4)CC=3C=CC=2)CCCC1. No catalyst specified. The product is [CH2:33]([O:32][C:30](=[O:31])[NH:19][CH2:18][CH:15]1[CH2:14][C:13]2[CH:12]=[CH:11][CH:10]=[C:9]([C:3]3[CH:4]=[CH:5][C:6]([F:8])=[CH:7][C:2]=3[F:1])[C:17]=2[O:16]1)[C:34]1[CH:39]=[CH:38][CH:37]=[CH:36][CH:35]=1. The yield is 0.810.